Dataset: Reaction yield outcomes from USPTO patents with 853,638 reactions. Task: Predict the reaction yield, written as a fraction of the theoretical maximum amount of product (1.0 means a 100% yield; for example, 0.34 means a 34% yield). (1) The reactants are [CH3:1][O:2][C:3]1[CH:8]=[CH:7][C:6]([S:9]([NH:12][C:13]2[CH:14]=[CH:15][CH:16]=[C:17]3[C:22]=2[N:21]=[CH:20][CH:19]=[CH:18]3)(=[O:11])=[O:10])=[C:5]([N+:23]([O-])=O)[CH:4]=1.[Sn](Cl)Cl. The catalyst is Cl. The product is [NH2:23][C:5]1[CH:4]=[C:3]([O:2][CH3:1])[CH:8]=[CH:7][C:6]=1[S:9]([NH:12][C:13]1[CH:14]=[CH:15][CH:16]=[C:17]2[C:22]=1[N:21]=[CH:20][CH:19]=[CH:18]2)(=[O:11])=[O:10]. The yield is 0.540. (2) The reactants are N(C(N(C)C)=O)=NC(N(C)C)=O.C([N:21]1[CH2:38][CH2:37][CH:25]2[N:26]3[C:35]4[C:30](=[CH:31][CH:32]=[CH:33][C:34]=4[CH:24]2[CH2:23][CH2:22]1)[CH:29]([OH:36])[CH2:28][CH2:27]3)(=O)C1C=CC=CC=1.[C:39]1(O)[CH:44]=[CH:43][CH:42]=[CH:41][CH:40]=1.C(P(CCCC)CCCC)CCC. The catalyst is C1C=CC=CC=1. The yield is 0.470. The product is [O:36]([CH:29]1[C:30]2[C:35]3=[C:34]([C:24]4[CH2:23][CH2:22][NH:21][CH2:38][CH2:37][C:25]=4[N:26]3[CH2:27][CH2:28]1)[CH:33]=[CH:32][CH:31]=2)[C:39]1[CH:44]=[CH:43][CH:42]=[CH:41][CH:40]=1.